Task: Regression. Given two drug SMILES strings and cell line genomic features, predict the synergy score measuring deviation from expected non-interaction effect.. Dataset: NCI-60 drug combinations with 297,098 pairs across 59 cell lines (1) Drug 1: CNC(=O)C1=NC=CC(=C1)OC2=CC=C(C=C2)NC(=O)NC3=CC(=C(C=C3)Cl)C(F)(F)F. Drug 2: C1=NC2=C(N1)C(=S)N=CN2. Cell line: HOP-62. Synergy scores: CSS=32.3, Synergy_ZIP=-2.79, Synergy_Bliss=-4.02, Synergy_Loewe=-30.3, Synergy_HSA=-1.79. (2) Drug 1: C1CC(C1)(C(=O)O)C(=O)O.[NH2-].[NH2-].[Pt+2]. Drug 2: COC1=NC(=NC2=C1N=CN2C3C(C(C(O3)CO)O)O)N. Cell line: HT29. Synergy scores: CSS=0.471, Synergy_ZIP=-0.0567, Synergy_Bliss=-0.853, Synergy_Loewe=-0.958, Synergy_HSA=-1.70. (3) Drug 1: CC1=C(C=C(C=C1)NC2=NC=CC(=N2)N(C)C3=CC4=NN(C(=C4C=C3)C)C)S(=O)(=O)N.Cl. Drug 2: C1CN(CCN1C(=O)CCBr)C(=O)CCBr. Cell line: COLO 205. Synergy scores: CSS=13.2, Synergy_ZIP=-4.84, Synergy_Bliss=-4.08, Synergy_Loewe=-23.4, Synergy_HSA=-10.7. (4) Drug 1: CN(CC1=CN=C2C(=N1)C(=NC(=N2)N)N)C3=CC=C(C=C3)C(=O)NC(CCC(=O)O)C(=O)O. Drug 2: C1CNP(=O)(OC1)N(CCCl)CCCl. Cell line: ACHN. Synergy scores: CSS=20.9, Synergy_ZIP=-1.71, Synergy_Bliss=-3.51, Synergy_Loewe=-57.1, Synergy_HSA=-4.61. (5) Drug 1: C1CNP(=O)(OC1)N(CCCl)CCCl. Drug 2: B(C(CC(C)C)NC(=O)C(CC1=CC=CC=C1)NC(=O)C2=NC=CN=C2)(O)O. Cell line: NCI/ADR-RES. Synergy scores: CSS=5.90, Synergy_ZIP=-3.76, Synergy_Bliss=-1.35, Synergy_Loewe=-41.4, Synergy_HSA=-5.87. (6) Drug 1: CC1=C2C(C(=O)C3(C(CC4C(C3C(C(C2(C)C)(CC1OC(=O)C(C(C5=CC=CC=C5)NC(=O)OC(C)(C)C)O)O)OC(=O)C6=CC=CC=C6)(CO4)OC(=O)C)OC)C)OC. Drug 2: C1=CC(=CC=C1C#N)C(C2=CC=C(C=C2)C#N)N3C=NC=N3. Cell line: NCI-H460. Synergy scores: CSS=61.0, Synergy_ZIP=15.4, Synergy_Bliss=12.4, Synergy_Loewe=-32.9, Synergy_HSA=9.69. (7) Drug 1: C#CCC(CC1=CN=C2C(=N1)C(=NC(=N2)N)N)C3=CC=C(C=C3)C(=O)NC(CCC(=O)O)C(=O)O. Drug 2: CC1C(C(CC(O1)OC2CC(CC3=C2C(=C4C(=C3O)C(=O)C5=C(C4=O)C(=CC=C5)OC)O)(C(=O)CO)O)N)O.Cl. Cell line: SF-539. Synergy scores: CSS=44.2, Synergy_ZIP=-5.38, Synergy_Bliss=-7.14, Synergy_Loewe=-4.77, Synergy_HSA=-4.03.